This data is from Full USPTO retrosynthesis dataset with 1.9M reactions from patents (1976-2016). The task is: Predict the reactants needed to synthesize the given product. Given the product [F:33][C:4]1[CH:5]=[C:6]([NH:9][C:10]2[N:32]=[C:13]3[CH:14]=[CH:15][CH:16]=[C:17]([NH:18][C@H:19]4[CH2:24][CH2:23][CH2:22][NH:21][CH2:20]4)[N:12]3[N:11]=2)[CH:7]=[CH:8][C:3]=1[C:1]#[N:2], predict the reactants needed to synthesize it. The reactants are: [C:1]([C:3]1[CH:8]=[CH:7][C:6]([NH:9][C:10]2[N:32]=[C:13]3[CH:14]=[CH:15][CH:16]=[C:17]([NH:18][C@H:19]4[CH2:24][CH2:23][CH2:22][N:21](C(OC(C)(C)C)=O)[CH2:20]4)[N:12]3[N:11]=2)=[CH:5][C:4]=1[F:33])#[N:2].Cl.